Task: Predict the product of the given reaction.. Dataset: Forward reaction prediction with 1.9M reactions from USPTO patents (1976-2016) (1) Given the reactants Cl[C:2]1[N:10]=[CH:9][N:8]=[C:7]2[C:3]=1[NH:4][CH:5]=[N:6]2.[Cl:11][C:12]1[CH:13]=[CH:14][CH:15]=[C:16]2[C:21]=1[N:20]=[C:19]([C:22]1[CH:27]=[CH:26][CH:25]=[CH:24][C:23]=1[O:28][C:29]([F:32])([F:31])[F:30])[C:18]([CH2:33]N)=[CH:17]2.C([N:38](CC)C(C)C)(C)C.C(O)C, predict the reaction product. The product is: [Cl:11][C:12]1[CH:13]=[CH:14][CH:15]=[C:16]2[C:21]=1[N:20]=[C:19]([C:22]1[CH:27]=[CH:26][CH:25]=[CH:24][C:23]=1[O:28][C:29]([F:30])([F:31])[F:32])[C:18]([CH2:33][C:9]1[N:8]=[C:7]3[C:3]([N:4]=[CH:5][NH:6]3)=[C:2]([NH2:38])[N:10]=1)=[CH:17]2. (2) Given the reactants I[CH2:2][CH2:3][CH3:4].C([O-])([O-])=O.[K+].[K+].[F:11][C:12]1[CH:13]=[C:14]2[C:18](=[CH:19][CH:20]=1)[NH:17][C:16]([CH3:21])=[C:15]2[C:22]1[C:27]2[CH:28]=[CH:29][CH:30]=[CH:31][C:26]=2[S:25](=[O:33])(=[O:32])[NH:24][N:23]=1.Br[CH2:35][C:36]([O:38][C:39]([CH3:42])([CH3:41])[CH3:40])=[O:37], predict the reaction product. The product is: [C:39]([O:38][C:36](=[O:37])[CH2:35][N:17]1[C:18]2[C:14](=[CH:13][C:12]([F:11])=[CH:20][CH:19]=2)[C:15]([C:22]2[C:27]3[CH:28]=[CH:29][CH:30]=[CH:31][C:26]=3[S:25](=[O:32])(=[O:33])[N:24]([CH2:2][CH2:3][CH3:4])[N:23]=2)=[C:16]1[CH3:21])([CH3:42])([CH3:41])[CH3:40]. (3) Given the reactants [CH3:1][P:2](=[O:14])([CH3:13])[CH2:3][C:4]1[CH:9]=[CH:8][CH:7]=[C:6]([N+:10]([O-])=O)[CH:5]=1, predict the reaction product. The product is: [CH3:13][P:2]([CH2:3][C:4]1[CH:5]=[C:6]([CH:7]=[CH:8][CH:9]=1)[NH2:10])([CH3:1])=[O:14]. (4) Given the reactants [CH3:1][N:2]1[CH:7]2[CH2:8][CH2:9][CH:3]1[C:4]([C:10](OC)=O)=[CH:5][CH2:6]2.C1(C#[N:22])C=CC=CC=C1.CN.[OH-].[Na+], predict the reaction product. The product is: [CH3:1][N:2]1[CH:7]2[CH2:8][CH2:9][CH:3]1[C:4]([C:10]#[N:22])=[CH:5][CH2:6]2. (5) Given the reactants [NH2:1][C:2]1[C:11]2[C:6](=[CH:7][CH:8]=[CH:9][CH:10]=2)[CH:5]=[CH:4][C:3]=1[C:12]([OH:21])([C:17]([F:20])([F:19])[F:18])[C:13]([F:16])([F:15])[F:14].[CH3:22][CH:23]([CH3:28])[CH2:24][C:25](Cl)=[O:26], predict the reaction product. The product is: [CH3:22][CH:23]([CH3:28])[CH2:24][C:25]([NH:1][C:2]1[C:11]2[C:6](=[CH:7][CH:8]=[CH:9][CH:10]=2)[CH:5]=[CH:4][C:3]=1[C:12]([OH:21])([C:13]([F:14])([F:15])[F:16])[C:17]([F:18])([F:19])[F:20])=[O:26]. (6) Given the reactants C1(C[N:8]([CH2:16][C@@H:17]2[CH2:22][CH2:21][N:20]([CH2:23][CH2:24][CH2:25][CH3:26])[CH2:19][C@H:18]2[OH:27])CC2C=CC=CC=2)C=CC=CC=1.[H][H], predict the reaction product. The product is: [NH2:8][CH2:16][C@@H:17]1[CH2:22][CH2:21][N:20]([CH2:23][CH2:24][CH2:25][CH3:26])[CH2:19][C@H:18]1[OH:27]. (7) Given the reactants [Li][CH2:2][CH2:3][CH2:4][CH3:5].[CH3:6][O:7][C:8]1[CH:9]=[C:10]([CH:13]=[C:14]([O:16][CH3:17])[CH:15]=1)C=O, predict the reaction product. The product is: [CH:2](/[C:10]1[CH:9]=[C:8]([O:7][CH3:6])[CH:15]=[C:14]([O:16][CH3:17])[CH:13]=1)=[CH:3]\[CH2:4][CH3:5]. (8) Given the reactants [CH2:1]([O:5][C:6]1[CH:11]=[CH:10][C:9]([CH2:12]C(O)=O)=[CH:8][CH:7]=1)[CH:2]([CH3:4])[CH3:3].CN(C1C2C([N:29]([CH3:31])C)=CC=CC=2C=CC=1)C.C1(P(N=[N+]=[N-])(C2C=CC=CC=2)=[O:39])C=CC=CC=1.C(OCC)C, predict the reaction product. The product is: [CH2:1]([O:5][C:6]1[CH:7]=[CH:8][C:9]([CH2:12][N:29]=[C:31]=[O:39])=[CH:10][CH:11]=1)[CH:2]([CH3:3])[CH3:4].